This data is from Forward reaction prediction with 1.9M reactions from USPTO patents (1976-2016). The task is: Predict the product of the given reaction. (1) Given the reactants [CH:1](=[O:5])/[CH:2]=[CH:3]/[CH3:4].[NH:6]1[C:14]2[C:9](=[CH:10][CH:11]=[CH:12][CH:13]=2)[CH:8]=[CH:7]1.[N+](C1C=C([N+]([O-])=O)C=CC=1C(O)=O)([O-])=O.C([C@@H]1N[C@H](C(C)(C)C)N(C)C1=O)C1C=CC=CC=1, predict the reaction product. The product is: [NH:6]1[C:14]2[C:9](=[CH:10][CH:11]=[CH:12][CH:13]=2)[C:8]([C@H:3]([CH3:4])[CH2:2][CH:1]=[O:5])=[CH:7]1. (2) Given the reactants [NH2:1][C:2]1[C:6]([C:7]([O:9][CH2:10][CH:11]=[CH2:12])=[O:8])=[C:5]([NH2:13])[NH:4][N:3]=1.C([O-])([O-])=O.[Cs+].[Cs+].[C:20](OC)(=[O:23])[C:21]#[CH:22], predict the reaction product. The product is: [NH2:13][C:5]1[C:6]([C:7]([O:9][CH2:10][CH:11]=[CH2:12])=[O:8])=[C:2]2[NH:1][C:20](=[O:23])[CH:21]=[CH:22][N:3]2[N:4]=1. (3) Given the reactants [C:1]1([S:7]([C:9]2[CH:14]=[CH:13][CH:12]=[CH:11][CH:10]=2)=O)[CH:6]=[CH:5][CH:4]=[CH:3][CH:2]=1.[CH:15]1[C:28]2[C:27](=[O:29])[C:26]3[C:21](=[CH:22][CH:23]=[CH:24][CH:25]=3)[O:20][C:19]=2[CH:18]=[CH:17][CH:16]=1.[F:30][C:31]([F:44])([F:43])[S:32]([O:35]S(C(F)(F)F)(=O)=O)(=[O:34])=[O:33], predict the reaction product. The product is: [F:30][C:31]([F:44])([F:43])[S:32]([O-:35])(=[O:34])=[O:33].[C:9]1([S+:7]([C:1]2[CH:2]=[CH:3][CH:4]=[CH:5][CH:6]=2)[C:16]2[CH:17]=[CH:18][C:19]3[O:20][C:21]4[C:26](=[CH:25][CH:24]=[CH:23][CH:22]=4)[C:27](=[O:29])[C:28]=3[CH:15]=2)[CH:10]=[CH:11][CH:12]=[CH:13][CH:14]=1. (4) Given the reactants [NH2:1][C@H:2]1[CH2:6][CH2:5][N:4]([C:7]2[CH:12]=[CH:11][C:10]([NH:13][C:14]3[N:19]=[C:18]([C:20]4[N:24]([CH:25]([CH3:27])[CH3:26])[C:23]([CH3:28])=[N:22][CH:21]=4)[C:17]([F:29])=[CH:16][N:15]=3)=[CH:9][CH:8]=2)[CH2:3]1.[C:30](O)(=[O:34])[C@H:31]([CH3:33])[OH:32].CCN(C(C)C)C(C)C.CCN=C=NCCCN(C)C, predict the reaction product. The product is: [F:29][C:17]1[C:18]([C:20]2[N:24]([CH:25]([CH3:26])[CH3:27])[C:23]([CH3:28])=[N:22][CH:21]=2)=[N:19][C:14]([NH:13][C:10]2[CH:9]=[CH:8][C:7]([N:4]3[CH2:5][CH2:6][C@H:2]([NH:1][C:30](=[O:34])[C@@H:31]([OH:32])[CH3:33])[CH2:3]3)=[CH:12][CH:11]=2)=[N:15][CH:16]=1. (5) The product is: [C:21]([C:20]1[CH:19]=[C:18]([N:17]2[C:8]3[CH:9]=[CH:10][C:11]4[CH:12]=[CH:13][CH:14]=[CH:15][C:16]=4[C:7]=3[NH:6][C:27](=[O:28])[C:26]2=[O:30])[CH:25]=[CH:24][CH:23]=1)#[N:22]. Given the reactants O1CCCC1.[NH2:6][C:7]1[C:16]2[C:11](=[CH:12][CH:13]=[CH:14][CH:15]=2)[CH:10]=[CH:9][C:8]=1[NH:17][C:18]1[CH:19]=[C:20]([CH:23]=[CH:24][CH:25]=1)[C:21]#[N:22].[C:26](Cl)(=[O:30])[C:27](Cl)=[O:28], predict the reaction product.